Dataset: Forward reaction prediction with 1.9M reactions from USPTO patents (1976-2016). Task: Predict the product of the given reaction. (1) Given the reactants [OH-].[Na+].C[O:4][C:5]([C:7]1[N:8]=[N:9][N:10]([C:13]2[CH:18]=[C:17]([Cl:19])[CH:16]=[CH:15][C:14]=2[NH:20][S:21]([C:24]2[CH:29]=[CH:28][C:27]([C:30]([CH3:33])([CH3:32])[CH3:31])=[CH:26][CH:25]=2)(=[O:23])=[O:22])[C:11]=1[CH3:12])=[O:6], predict the reaction product. The product is: [C:30]([C:27]1[CH:28]=[CH:29][C:24]([S:21]([NH:20][C:14]2[CH:15]=[CH:16][C:17]([Cl:19])=[CH:18][C:13]=2[N:10]2[C:11]([CH3:12])=[C:7]([C:5]([OH:6])=[O:4])[N:8]=[N:9]2)(=[O:22])=[O:23])=[CH:25][CH:26]=1)([CH3:33])([CH3:31])[CH3:32]. (2) Given the reactants [CH2:1]([C@@:3]1([C:10]2[CH:15]=[C:14]([N+:16]([O-:18])=[O:17])[CH:13]=[CH:12][C:11]=2[F:19])[CH2:8][CH2:7][S:6][C:5]([NH2:9])=[N:4]1)[CH3:2].CCN(CC)CC.[CH3:27][C:28]([O:31][C:32](O[C:32]([O:31][C:28]([CH3:30])([CH3:29])[CH3:27])=[O:33])=[O:33])([CH3:30])[CH3:29], predict the reaction product. The product is: [C:28]([O:31][C:32](=[O:33])[NH:9][C:5]1[S:6][CH2:7][CH2:8][C@@:3]([CH2:1][CH3:2])([C:10]2[CH:15]=[C:14]([N+:16]([O-:18])=[O:17])[CH:13]=[CH:12][C:11]=2[F:19])[N:4]=1)([CH3:30])([CH3:29])[CH3:27]. (3) Given the reactants [F:1][C:2]1[CH:3]=[C:4]([C:8]2[CH:16]=[CH:15][CH:14]=[C:13]3[C:9]=2[CH2:10][C:11](=[O:17])[NH:12]3)[CH:5]=[CH:6][CH:7]=1.[N:18]1([CH2:23][CH2:24][NH:25][C:26]([C:28]2[C:32]([CH3:33])=[C:31]([CH:34]=O)[NH:30][C:29]=2[CH3:36])=[O:27])[CH:22]=[CH:21][N:20]=[N:19]1, predict the reaction product. The product is: [N:18]1([CH2:23][CH2:24][NH:25][C:26]([C:28]2[C:32]([CH3:33])=[C:31]([CH:34]=[C:10]3[C:9]4[C:13](=[CH:14][CH:15]=[CH:16][C:8]=4[C:4]4[CH:5]=[CH:6][CH:7]=[C:2]([F:1])[CH:3]=4)[NH:12][C:11]3=[O:17])[NH:30][C:29]=2[CH3:36])=[O:27])[CH:22]=[CH:21][N:20]=[N:19]1. (4) Given the reactants Cl[C:2]1[CH:7]=[C:6]([C:8]2[CH:13]=[C:12]([Cl:14])[CH:11]=[CH:10][C:9]=2[O:15][CH3:16])[N:5]=[C:4]([NH2:17])[N:3]=1.[CH3:18][O:19][C:20]1[CH:26]=[CH:25][C:23]([NH2:24])=[CH:22][CH:21]=1, predict the reaction product. The product is: [Cl:14][C:12]1[CH:11]=[CH:10][C:9]([O:15][CH3:16])=[C:8]([C:6]2[N:5]=[C:4]([NH2:17])[N:3]=[C:2]([NH:24][C:23]3[CH:25]=[CH:26][C:20]([O:19][CH3:18])=[CH:21][CH:22]=3)[CH:7]=2)[CH:13]=1. (5) Given the reactants [NH:1]1[CH2:6][CH2:5][O:4][CH:3]([CH2:7][NH:8][C:9]([C:11]2[C:15]3[N:16]=[CH:17][N:18]=[C:19]([C:20]4[C:28]5[O:27][CH2:26][O:25][C:24]=5[CH:23]=[CH:22][C:21]=4[O:29][CH2:30][CH:31]4[CH2:33][CH2:32]4)[C:14]=3[NH:13][CH:12]=2)=[O:10])[CH2:2]1.Cl[C:35]([CH2:37][O:38]C(=O)C)=[O:36], predict the reaction product. The product is: [OH:38][CH2:37][C:35]([N:1]1[CH2:6][CH2:5][O:4][CH:3]([CH2:7][NH:8][C:9]([C:11]2[C:15]3[N:16]=[CH:17][N:18]=[C:19]([C:20]4[C:28]5[O:27][CH2:26][O:25][C:24]=5[CH:23]=[CH:22][C:21]=4[O:29][CH2:30][CH:31]4[CH2:32][CH2:33]4)[C:14]=3[NH:13][CH:12]=2)=[O:10])[CH2:2]1)=[O:36].